From a dataset of Reaction yield outcomes from USPTO patents with 853,638 reactions. Predict the reaction yield, written as a fraction of the theoretical maximum amount of product (1.0 means a 100% yield; for example, 0.34 means a 34% yield). The reactants are Cl[C:2]1[C:7]([C:8]([O:10][CH2:11][CH3:12])=[O:9])=[CH:6][N:5]=[C:4]([Cl:13])[CH:3]=1.[CH3:14][NH2:15]. The catalyst is CC#N.O. The product is [Cl:13][C:4]1[CH:3]=[C:2]([NH:15][CH3:14])[C:7]([C:8]([O:10][CH2:11][CH3:12])=[O:9])=[CH:6][N:5]=1. The yield is 0.820.